Task: Predict the reactants needed to synthesize the given product.. Dataset: Full USPTO retrosynthesis dataset with 1.9M reactions from patents (1976-2016) (1) Given the product [F:11][C:3]1[C:4]([F:10])=[CH:5][C:6]([F:9])=[C:7]([F:8])[C:2]=1[CH2:13][C@H:14]([OH:26])[CH3:15], predict the reactants needed to synthesize it. The reactants are: Br[C:2]1[C:7]([F:8])=[C:6]([F:9])[CH:5]=[C:4]([F:10])[C:3]=1[F:11].[Li][CH2:13][CH2:14][CH2:15]C.CCCCCC.C1C[O:26]CC1. (2) Given the product [C:1]([O:5][C:6](=[O:23])[NH:7][CH:8]1[CH2:13][CH2:12][CH:11]([N:14]2[C:15]3[CH:20]=[CH:19][C:18]([Cl:21])=[CH:17][C:16]=3[N:22]=[C:26]2[C:25]([OH:24])([CH3:30])[CH3:29])[CH2:10][CH2:9]1)([CH3:4])([CH3:2])[CH3:3], predict the reactants needed to synthesize it. The reactants are: [C:1]([O:5][C:6](=[O:23])[NH:7][C@H:8]1[CH2:13][CH2:12][C@@H:11]([NH:14][C:15]2[CH:20]=[CH:19][C:18]([Cl:21])=[CH:17][C:16]=2[NH2:22])[CH2:10][CH2:9]1)([CH3:4])([CH3:3])[CH3:2].[OH:24][C:25]([CH3:30])([CH3:29])[C:26](O)=O.Cl.[OH-].[NH4+].C(OC(OC(OC(C)(C)C)=O)=O)(C)(C)C. (3) Given the product [CH:1]([C:4]1[C:8]([CH2:9][CH2:10][CH2:11][O:12][C:24]2[C:29]([CH3:30])=[CH:28][CH:27]=[CH:26][C:25]=2[CH2:31][C:32]([OH:34])=[O:33])=[CH:7][N:6]([C:13]2[CH:18]=[CH:17][C:16]([C:19]([F:21])([F:20])[F:22])=[CH:15][N:14]=2)[N:5]=1)([CH3:3])[CH3:2], predict the reactants needed to synthesize it. The reactants are: [CH:1]([C:4]1[C:8]([CH2:9][CH2:10][CH2:11][OH:12])=[CH:7][N:6]([C:13]2[CH:18]=[CH:17][C:16]([C:19]([F:22])([F:21])[F:20])=[CH:15][N:14]=2)[N:5]=1)([CH3:3])[CH3:2].O[C:24]1[C:29]([CH3:30])=[CH:28][CH:27]=[CH:26][C:25]=1[CH2:31][C:32]([O:34]C)=[O:33].C(P(CCCC)CCCC)CCC.N(C(N1CCCCC1)=O)=NC(N1CCCCC1)=O.